Dataset: Forward reaction prediction with 1.9M reactions from USPTO patents (1976-2016). Task: Predict the product of the given reaction. (1) The product is: [C:22](=[O:21])([OH:28])[OH:23].[CH2:3]([C:4]1[C:5](=[O:6])[NH:7][C:8](=[O:10])[C:9]=1[CH2:11][CH3:12])[CH3:2]. Given the reactants O[CH2:2][CH2:3][C:4]1[C:5]([NH:7][C:8](=[O:10])[CH:9]=1)=[O:6].[CH2:11](N(CC)CC)[CH3:12].ClC(Cl)([O:21][C:22](=[O:28])[O:23]C(Cl)(Cl)Cl)Cl, predict the reaction product. (2) Given the reactants [Br:1][C:2]1[CH:9]=[CH:8][C:7]([O:10][CH3:11])=[CH:6][C:3]=1C=O.O.C1(C)C=CC(S(O)(=O)=O)=CC=1.C(O[CH:27]([O:31][CH2:32]C)[O:28][CH2:29]C)C, predict the reaction product. The product is: [Br:1][C:2]1[CH:9]=[CH:8][C:7]([O:10][CH3:11])=[CH:6][C:3]=1[CH:27]([O:28][CH3:29])[O:31][CH3:32].